The task is: Predict the product of the given reaction.. This data is from Forward reaction prediction with 1.9M reactions from USPTO patents (1976-2016). (1) Given the reactants [CH3:1][N:2]1[C:10]2[C:5](=[CH:6][C:7]([C:11]([F:14])([F:13])[F:12])=[CH:8][CH:9]=2)[C:4]([CH3:15])=[C:3]1[C:16]([OH:18])=O.C[O:20][C:21](=[O:40])[CH2:22][CH2:23][C:24]1[CH:29]=[CH:28][C:27]([O:30][C:31]2[CH:36]=[CH:35][CH:34]=[C:33]([CH2:37][NH2:38])[CH:32]=2)=[CH:26][C:25]=1[CH3:39], predict the reaction product. The product is: [CH3:1][N:2]1[C:10]2[C:5](=[CH:6][C:7]([C:11]([F:12])([F:13])[F:14])=[CH:8][CH:9]=2)[C:4]([CH3:15])=[C:3]1[C:16]([NH:38][CH2:37][C:33]1[CH:32]=[C:31]([CH:36]=[CH:35][CH:34]=1)[O:30][C:27]1[CH:28]=[CH:29][C:24]([CH2:23][CH2:22][C:21]([OH:40])=[O:20])=[C:25]([CH3:39])[CH:26]=1)=[O:18]. (2) Given the reactants C([Si]([O:18][CH2:19][C:20]1[CH:25]=[CH:24][CH:23]=[CH:22][C:21]=1[CH:26]([S:35]([C:38]1[CH:43]=[CH:42][C:41]([Cl:44])=[CH:40][CH:39]=1)(=[O:37])=[O:36])[CH2:27][CH2:28][CH2:29][CH2:30][S:31]([CH3:34])(=[O:33])=[O:32])(C1C=CC=CC=1)C1C=CC=CC=1)(C)(C)C.[F-].C([N+](CCCC)(CCCC)CCCC)CCC.O.CO, predict the reaction product. The product is: [Cl:44][C:41]1[CH:42]=[CH:43][C:38]([S:35]([CH:26]([C:21]2[CH:22]=[CH:23][CH:24]=[CH:25][C:20]=2[CH2:19][OH:18])[CH2:27][CH2:28][CH2:29][CH2:30][S:31]([CH3:34])(=[O:33])=[O:32])(=[O:36])=[O:37])=[CH:39][CH:40]=1. (3) Given the reactants O[C:2]1[C:11]2[C:6](=[C:7]([F:13])[CH:8]=[C:9]([F:12])[CH:10]=2)[N:5]=[CH:4][CH:3]=1.P(Br)(Br)[Br:15], predict the reaction product. The product is: [Br:15][C:2]1[C:11]2[C:6](=[C:7]([F:13])[CH:8]=[C:9]([F:12])[CH:10]=2)[N:5]=[CH:4][CH:3]=1. (4) Given the reactants [Cl:1][C:2]1[CH:7]=[CH:6][C:5]([N:8]=[C:9]=[O:10])=[CH:4][CH:3]=1.[CH3:11][O:12][C:13]1[CH:14]=[C:15]2[C:20](=[CH:21][C:22]=1[O:23][CH3:24])[N:19]=[CH:18][N:17]=[C:16]2[NH:25][C:26]1[S:27][C:28]2[CH:34]=[C:33]([NH2:35])[CH:32]=[CH:31][C:29]=2[N:30]=1.ClCCl, predict the reaction product. The product is: [Cl:1][C:2]1[CH:7]=[CH:6][C:5]([NH:8][C:9]([NH:35][C:33]2[CH:32]=[CH:31][C:29]3[N:30]=[C:26]([NH:25][C:16]4[C:15]5[C:20](=[CH:21][C:22]([O:23][CH3:24])=[C:13]([O:12][CH3:11])[CH:14]=5)[N:19]=[CH:18][N:17]=4)[S:27][C:28]=3[CH:34]=2)=[O:10])=[CH:4][CH:3]=1. (5) Given the reactants [C:1]([N:3]=[S:4]([C:7]1[CH:24]=[CH:23][C:10]([CH2:11][N:12]2[C:20](=[O:21])[C:19]3[C:14](=[CH:15][CH:16]=[CH:17][CH:18]=3)[C:13]2=[O:22])=[CH:9][CH:8]=1)[CH2:5][CH3:6])#[N:2].[CH:25](SC1C=CC(CN)=CC=1)(C)C, predict the reaction product. The product is: [C:1]([N:3]=[S:4]([C:7]1[CH:24]=[CH:23][C:10]([CH2:11][N:12]2[C:20](=[O:21])[C:19]3[C:14](=[CH:15][CH:16]=[CH:17][CH:18]=3)[C:13]2=[O:22])=[CH:9][CH:8]=1)[CH:5]([CH3:25])[CH3:6])#[N:2]. (6) Given the reactants [NH2:1][C:2]1[S:3][C:4]([C:14]([OH:16])=O)=[C:5]([CH2:7][C:8]2[CH:13]=[CH:12][CH:11]=[CH:10][CH:9]=2)[N:6]=1.C(N(C(C)C)CC)(C)C.ON1C2C=CC=CC=2N=N1.[CH2:36]([NH2:43])[C:37]1[CH:42]=[CH:41][CH:40]=[CH:39][CH:38]=1, predict the reaction product. The product is: [CH2:36]([NH:43][C:14]([C:4]1[S:3][C:2]([NH2:1])=[N:6][C:5]=1[CH2:7][C:8]1[CH:9]=[CH:10][CH:11]=[CH:12][CH:13]=1)=[O:16])[C:37]1[CH:42]=[CH:41][CH:40]=[CH:39][CH:38]=1.